Dataset: Forward reaction prediction with 1.9M reactions from USPTO patents (1976-2016). Task: Predict the product of the given reaction. Given the reactants C[CH:2]([CH3:14])[CH2:3][CH2:4][O:5][C:6]1[N:11]=[C:10]([NH2:12])[N:9]=[C:8]([NH2:13])[CH:7]=1.[N:15]([O-:17])=O.[Na+].[C:19](O)(=O)C, predict the reaction product. The product is: [N:15]([C:7]1[C:8]([NH2:13])=[N:9][C:10]([NH2:12])=[N:11][C:6]=1[O:5][CH2:4][CH:3]([CH3:19])[CH2:2][CH3:14])=[O:17].